This data is from Catalyst prediction with 721,799 reactions and 888 catalyst types from USPTO. The task is: Predict which catalyst facilitates the given reaction. (1) Reactant: [C:1]([O:5][C:6]([NH:8][C@@:9]([CH3:20])([C:17]([OH:19])=O)[CH2:10][C:11]1[CH:16]=[CH:15][CH:14]=[CH:13][CH:12]=1)=[O:7])([CH3:4])([CH3:3])[CH3:2].Cl.CN(C)CCCN=C=NCC.O.ON1C2C=CC=CC=2N=N1.Cl.[NH2:45][CH2:46][C:47]([O:49][CH2:50][CH3:51])=[O:48].C(N(CC)CC)C. Product: [C:1]([O:5][C:6]([NH:8][C@@:9]([CH3:20])([C:17]([NH:45][CH2:46][C:47]([O:49][CH2:50][CH3:51])=[O:48])=[O:19])[CH2:10][C:11]1[CH:12]=[CH:13][CH:14]=[CH:15][CH:16]=1)=[O:7])([CH3:2])([CH3:3])[CH3:4]. The catalyst class is: 2. (2) Reactant: [C:1]([O:5][C:6](=[O:23])[CH2:7][N:8]1[C:12]2[C:13]([N+:17]([O-])=O)=[CH:14][CH:15]=[CH:16][C:11]=2[N:10]=[C:9]1[CH2:20][CH2:21][CH3:22])([CH3:4])([CH3:3])[CH3:2]. Product: [C:1]([O:5][C:6](=[O:23])[CH2:7][N:8]1[C:12]2[C:13]([NH2:17])=[CH:14][CH:15]=[CH:16][C:11]=2[N:10]=[C:9]1[CH2:20][CH2:21][CH3:22])([CH3:4])([CH3:3])[CH3:2]. The catalyst class is: 45. (3) Reactant: ClC(Cl)(O[C:5](=[O:11])OC(Cl)(Cl)Cl)Cl.[N:13]1([C:19]2[C:20]3[N:34]=[N:33][N:32]([CH2:35][C:36]([F:39])([F:38])[F:37])[C:21]=3[N:22]=[C:23]([C:25]3[CH:31]=[CH:30][C:28]([NH2:29])=[CH:27][CH:26]=3)[N:24]=2)[CH2:18][CH2:17][O:16][CH2:15][CH2:14]1.[CH3:40][N:41]([CH3:49])[C:42]1[CH:47]=[CH:46][CH:45]=[CH:44][C:43]=1N.CC[N:52](CC)CC. Product: [CH3:40][N:41]([CH3:49])[C:42]1[CH:47]=[CH:46][C:45]([NH:52][C:5]([NH:29][C:28]2[CH:30]=[CH:31][C:25]([C:23]3[N:24]=[C:19]([N:13]4[CH2:14][CH2:15][O:16][CH2:17][CH2:18]4)[C:20]4[N:34]=[N:33][N:32]([CH2:35][C:36]([F:38])([F:39])[F:37])[C:21]=4[N:22]=3)=[CH:26][CH:27]=2)=[O:11])=[CH:44][CH:43]=1. The catalyst class is: 22. (4) Reactant: C[O:2][C:3]([C:5]1([NH:12][C:13](=[O:32])[C:14]2[CH:19]=[CH:18][C:17]([O:20][CH3:21])=[C:16]([O:22][CH2:23][CH2:24][C:25]3[CH:26]=[C:27]([CH3:31])[CH:28]=[CH:29][CH:30]=3)[CH:15]=2)[CH2:10][CH:9]2[O:11][CH:6]1[CH2:7][CH2:8]2)=[O:4].[OH-].[Na+]. Product: [CH3:21][O:20][C:17]1[CH:18]=[CH:19][C:14]([C:13]([NH:12][C:5]2([C:3]([OH:4])=[O:2])[CH2:10][CH:9]3[O:11][CH:6]2[CH2:7][CH2:8]3)=[O:32])=[CH:15][C:16]=1[O:22][CH2:23][CH2:24][C:25]1[CH:26]=[C:27]([CH3:31])[CH:28]=[CH:29][CH:30]=1. The catalyst class is: 24. (5) Reactant: [Cl:1][C:2]1[CH:7]=[CH:6][CH:5]=[C:4]([F:8])[C:3]=1[OH:9].[N+:10]([O-])([OH:12])=[O:11]. Product: [Cl:1][C:2]1[CH:7]=[C:6]([N+:10]([O-:12])=[O:11])[CH:5]=[C:4]([F:8])[C:3]=1[OH:9]. The catalyst class is: 15. (6) Reactant: [CH:1]1([CH2:4][O:5][C:6]2[CH:29]=[CH:28][C:9]3[C:10]([CH2:13][CH2:14][CH:15]4[CH2:20][CH2:19][N:18]([CH2:21][CH2:22][N:23]5[CH:27]=[CH:26][CH:25]=[N:24]5)[CH2:17][CH2:16]4)=[N:11][O:12][C:8]=3[C:7]=2[CH2:30]O)[CH2:3][CH2:2]1.CS(Cl)(=O)=O.[CH3:37][NH:38][CH3:39].[Cl-].[Na+]. Product: [CH3:37][N:38]([CH2:30][C:7]1[C:8]2[O:12][N:11]=[C:10]([CH2:13][CH2:14][CH:15]3[CH2:16][CH2:17][N:18]([CH2:21][CH2:22][N:23]4[CH:27]=[CH:26][CH:25]=[N:24]4)[CH2:19][CH2:20]3)[C:9]=2[CH:28]=[CH:29][C:6]=1[O:5][CH2:4][CH:1]1[CH2:3][CH2:2]1)[CH3:39]. The catalyst class is: 571.